This data is from Forward reaction prediction with 1.9M reactions from USPTO patents (1976-2016). The task is: Predict the product of the given reaction. (1) Given the reactants C(OC(=O)[NH:7][C@@H:8]1[CH2:10][C@H:9]1[C:11]1[CH:16]=[CH:15][CH:14]=[C:13]([Cl:17])[C:12]=1[F:18])(C)(C)C.[F:20][C:21]([F:26])([F:25])[C:22]([OH:24])=[O:23].FC1C=C(F)C=CC=1C1CC1N, predict the reaction product. The product is: [F:20][C:21]([F:26])([F:25])[C:22]([OH:24])=[O:23].[Cl:17][C:13]1[C:12]([F:18])=[C:11]([C@@H:9]2[CH2:10][C@H:8]2[NH2:7])[CH:16]=[CH:15][CH:14]=1. (2) Given the reactants [ClH:1].CCOC(C)=O.C(OC(=O)[NH:14][C:15]1([C:19]2[CH:24]=[CH:23][C:22]([C:25]3[N:26]=[C:27]4[CH:40]=[CH:39][C:38]5=[N:41][N:42]=[C:43]([C:44]6[CH:49]=[N:48][CH:47]=[CH:46][N:45]=6)[N:37]5[C:28]4=[N:29][C:30]=3[C:31]3[CH:36]=[CH:35][CH:34]=[CH:33][CH:32]=3)=[CH:21][CH:20]=2)[CH2:18][CH2:17][CH2:16]1)(C)(C)C, predict the reaction product. The product is: [ClH:1].[C:31]1([C:30]2[N:29]=[C:28]3[N:37]4[C:43]([C:44]5[CH:49]=[N:48][CH:47]=[CH:46][N:45]=5)=[N:42][N:41]=[C:38]4[CH:39]=[CH:40][C:27]3=[N:26][C:25]=2[C:22]2[CH:21]=[CH:20][C:19]([C:15]3([NH2:14])[CH2:18][CH2:17][CH2:16]3)=[CH:24][CH:23]=2)[CH:32]=[CH:33][CH:34]=[CH:35][CH:36]=1. (3) Given the reactants [F:1][C:2]1[CH:7]=[CH:6][C:5]([CH2:8][C:9](=[O:16])[CH2:10][C:11]([O:13][CH2:14][CH3:15])=[O:12])=[CH:4][CH:3]=1.CO[CH:19](OC)[N:20]([CH3:22])[CH3:21].C1(C)C=CC=CC=1, predict the reaction product. The product is: [CH3:19][N:20]([CH3:22])[CH:21]=[C:8]([C:5]1[CH:4]=[CH:3][C:2]([F:1])=[CH:7][CH:6]=1)[C:9](=[O:16])[C:10](=[CH:19][N:20]([CH3:22])[CH3:21])[C:11]([O:13][CH2:14][CH3:15])=[O:12]. (4) Given the reactants [CH3:1][C:2]([O:5][C:6]([N:8]1[CH2:13][CH2:12][CH2:11][CH2:10][C@H:9]1[C:14]([NH:16][C@@H:17]([CH2:23][CH:24]([CH3:26])[CH3:25])/[CH:18]=[CH:19]/[C:20]([OH:22])=O)=[O:15])=[O:7])([CH3:4])[CH3:3].CN(C(ON1N=NC2C=CC=NC1=2)=[N+](C)C)C.F[P-](F)(F)(F)(F)F.CCN(C(C)C)C(C)C.[F:60][C:61]([F:69])([F:68])[C:62]1[S:66][C:65]([NH2:67])=[N:64][N:63]=1, predict the reaction product. The product is: [CH3:25][CH:24]([CH3:26])[CH2:23][C@H:17]([NH:16][C:14]([C@@H:9]1[CH2:10][CH2:11][CH2:12][CH2:13][N:8]1[C:6]([O:5][C:2]([CH3:3])([CH3:4])[CH3:1])=[O:7])=[O:15])/[CH:18]=[CH:19]/[C:20](=[O:22])[NH:67][C:65]1[S:66][C:62]([C:61]([F:69])([F:68])[F:60])=[N:63][N:64]=1. (5) Given the reactants COC(C1N(CC=O)C=C(C(=O)NCC2C=CC(F)=CC=2)C(=O)C=1OCC1C=CC=CC=1)=O.Cl.Cl.N[C@@H](C)CCNC1CCC1.[CH:46]1([N:50]2[CH2:55][CH2:54][C@H:53]([CH3:56])[N:52]3[C:57](=[O:85])[C:58]4[N:59]([CH:61]=[C:62]([C:74]([NH:76][CH2:77][C:78]5[CH:83]=[CH:82][C:81]([F:84])=[CH:80][CH:79]=5)=[O:75])[C:63](=[O:73])[C:64]=4[O:65]CC4C=CC=CC=4)[CH2:60][C@@H:51]23)[CH2:49][CH2:48][CH2:47]1, predict the reaction product. The product is: [CH:46]1([N:50]2[CH2:55][CH2:54][C@H:53]([CH3:56])[N:52]3[C:57](=[O:85])[C:58]4[N:59]([CH:61]=[C:62]([C:74]([NH:76][CH2:77][C:78]5[CH:83]=[CH:82][C:81]([F:84])=[CH:80][CH:79]=5)=[O:75])[C:63](=[O:73])[C:64]=4[OH:65])[CH2:60][C@@H:51]23)[CH2:47][CH2:48][CH2:49]1. (6) The product is: [CH:1]([C:4]1[O:8][C:7]([CH2:9][CH2:10][NH2:11])=[N:6][CH:5]=1)([CH3:3])[CH3:2]. Given the reactants [CH:1]([C:4]1[O:8][C:7]([CH2:9][CH2:10][NH:11]C(=O)OCC2C=CC=CC=2)=[N:6][CH:5]=1)([CH3:3])[CH3:2], predict the reaction product. (7) Given the reactants [CH2:1]([C:5]([C:21]1[CH:26]=[CH:25][C:24]([O:27][CH2:28][CH2:29][CH2:30][C:31]([O:33]CC)=[O:32])=[CH:23][CH:22]=1)=[C:6]([C:14]1[CH:19]=[CH:18][C:17]([OH:20])=[CH:16][CH:15]=1)[C:7]1[CH:12]=[CH:11][C:10]([OH:13])=[CH:9][CH:8]=1)[CH2:2][CH2:3][CH3:4].[OH-].[Na+], predict the reaction product. The product is: [CH2:1]([C:5]([C:21]1[CH:22]=[CH:23][C:24]([O:27][CH2:28][CH2:29][CH2:30][C:31]([OH:33])=[O:32])=[CH:25][CH:26]=1)=[C:6]([C:14]1[CH:19]=[CH:18][C:17]([OH:20])=[CH:16][CH:15]=1)[C:7]1[CH:8]=[CH:9][C:10]([OH:13])=[CH:11][CH:12]=1)[CH2:2][CH2:3][CH3:4].